Dataset: Reaction yield outcomes from USPTO patents with 853,638 reactions. Task: Predict the reaction yield, written as a fraction of the theoretical maximum amount of product (1.0 means a 100% yield; for example, 0.34 means a 34% yield). The reactants are BrC1C=CC(Br)=CC=1C1[O:10][C:11]([C:14]2[CH:19]=[CH:18][C:17]([O:20][CH2:21][CH2:22][CH2:23][CH2:24][CH2:25][CH2:26][CH2:27][CH3:28])=[CH:16][CH:15]=2)=[N:12][N:13]=1.[Cl:29][C:30]1[CH:31]=[C:32]([CH:36]=[C:37]([Cl:39])[CH:38]=1)[C:33](Cl)=[O:34]. No catalyst specified. The product is [Cl:29][C:30]1[CH:31]=[C:32]([CH:36]=[C:37]([Cl:39])[CH:38]=1)[C:33]([NH:13][NH:12][C:11](=[O:10])[C:14]1[CH:19]=[CH:18][C:17]([O:20][CH2:21][CH2:22][CH2:23][CH2:24][CH2:25][CH2:26][CH2:27][CH3:28])=[CH:16][CH:15]=1)=[O:34]. The yield is 0.600.